This data is from Full USPTO retrosynthesis dataset with 1.9M reactions from patents (1976-2016). The task is: Predict the reactants needed to synthesize the given product. Given the product [ClH:68].[NH2:8][CH2:9][C@H:10]1[CH2:11][CH2:12][C@H:13]([C:16]([NH:18][C@H:19]([C:49](=[O:67])[NH:50][C:51]2[CH:66]=[CH:65][C:54]3[NH:55][C:56]([C:58]([F:63])([F:64])[C:59]([F:60])([F:61])[F:62])=[N:57][C:53]=3[CH:52]=2)[CH2:20][C:21]2[CH:26]=[CH:25][C:24]([C:27]3[CH:32]=[CH:31][C:30]([C:33]([NH:35][C@@H:36]4[CH2:40][CH2:39][NH:38][CH2:37]4)=[O:34])=[CH:29][C:28]=3[CH3:48])=[CH:23][CH:22]=2)=[O:17])[CH2:14][CH2:15]1, predict the reactants needed to synthesize it. The reactants are: C(OC([NH:8][CH2:9][C@H:10]1[CH2:15][CH2:14][C@H:13]([C:16]([NH:18][C@H:19]([C:49](=[O:67])[NH:50][C:51]2[CH:66]=[CH:65][C:54]3[NH:55][C:56]([C:58]([F:64])([F:63])[C:59]([F:62])([F:61])[F:60])=[N:57][C:53]=3[CH:52]=2)[CH2:20][C:21]2[CH:26]=[CH:25][C:24]([C:27]3[CH:32]=[CH:31][C:30]([C:33]([NH:35][C@@H:36]4[CH2:40][CH2:39][N:38](C(OC(C)(C)C)=O)[CH2:37]4)=[O:34])=[CH:29][C:28]=3[CH3:48])=[CH:23][CH:22]=2)=[O:17])[CH2:12][CH2:11]1)=O)(C)(C)C.[ClH:68].